This data is from Full USPTO retrosynthesis dataset with 1.9M reactions from patents (1976-2016). The task is: Predict the reactants needed to synthesize the given product. (1) The reactants are: C([N:8]1[CH2:11][C:10]([CH3:36])([O:12][C:13]2[CH:35]=[CH:34][C:16]3[C:17]4[N:21]([CH2:22][CH2:23][O:24][C:15]=3[CH:14]=2)[CH:20]=[C:19]([C:25]2[N:26]([CH:31]([CH3:33])[CH3:32])[N:27]=[C:28]([CH3:30])[N:29]=2)[N:18]=4)[CH2:9]1)C1C=CC=CC=1. Given the product [NH3:8].[CH3:10][OH:12].[CH:31]([N:26]1[C:25]([C:19]2[N:18]=[C:17]3[C:16]4[CH:34]=[CH:35][C:13]([O:12][C:10]5([CH3:36])[CH2:11][NH:8][CH2:9]5)=[CH:14][C:15]=4[O:24][CH2:23][CH2:22][N:21]3[CH:20]=2)=[N:29][C:28]([CH3:30])=[N:27]1)([CH3:33])[CH3:32], predict the reactants needed to synthesize it. (2) Given the product [Cl:22][C:17]1[N:16]=[N:15][C:14]([CH2:12][OH:11])=[C:19]([O:20][CH3:21])[CH:18]=1, predict the reactants needed to synthesize it. The reactants are: CC(C[AlH]CC(C)C)C.C[O:11][C:12]([C:14]1[N:15]=[N:16][C:17]([Cl:22])=[CH:18][C:19]=1[O:20][CH3:21])=O.[O-]S([O-])(=O)=O.[Na+].[Na+]. (3) Given the product [CH3:13][O:14][C:15]1[CH:22]=[CH:21][CH:20]=[CH:19][C:16]=1[CH2:17][NH:18][C:6]1[CH:5]=[CH:4][C:3]2[C:2]([NH:30][CH2:29][C:26]3[CH:27]=[CH:28][N:23]=[CH:24][CH:25]=3)=[CH:11][CH:10]=[CH:9][C:8]=2[N:7]=1, predict the reactants needed to synthesize it. The reactants are: Br[C:2]1[CH:11]=[CH:10][CH:9]=[C:8]2[C:3]=1[CH:4]=[CH:5][C:6](Cl)=[N:7]2.[CH3:13][O:14][C:15]1[CH:22]=[CH:21][CH:20]=[CH:19][C:16]=1[CH2:17][NH2:18].[N:23]1[CH:28]=[CH:27][C:26]([CH2:29][NH2:30])=[CH:25][CH:24]=1. (4) Given the product [CH3:20][N:22]([CH3:23])[C:2]1[N:11]=[CH:10][C:9]2[C:8]([NH:12][C:13]3[CH:18]=[CH:17][CH:16]=[C:15]([Br:19])[CH:14]=3)=[N:7][CH:6]=[N:5][C:4]=2[CH:3]=1, predict the reactants needed to synthesize it. The reactants are: F[C:2]1[N:11]=[CH:10][C:9]2[C:8]([NH:12][C:13]3[CH:18]=[CH:17][CH:16]=[C:15]([Br:19])[CH:14]=3)=[N:7][CH:6]=[N:5][C:4]=2[CH:3]=1.[CH2:20]([N:22](CC)[CH2:23]C)C.Cl.CNC. (5) Given the product [Cl:1][C:2]1[CH:3]=[C:4]([CH2:15][CH:16]([NH2:28])[CH:17]([CH3:19])[CH3:18])[CH:5]=[C:6]([O:9][CH2:10][CH2:11][CH2:12][O:13][CH3:14])[C:7]=1[F:8], predict the reactants needed to synthesize it. The reactants are: [Cl:1][C:2]1[CH:3]=[C:4]([CH2:15][C:16](=O)[CH:17]([CH3:19])[CH3:18])[CH:5]=[C:6]([O:9][CH2:10][CH2:11][CH2:12][O:13][CH3:14])[C:7]=1[F:8].C([O-])(=O)C.[NH4+].[BH3-]C#[N:28].[Na+]. (6) Given the product [C:13]1([C:21]2[CH:22]=[CH:23][CH:24]=[CH:25][CH:26]=2)[CH:14]=[CH:15][C:16]([CH2:19][N:20]2[CH2:10][C:5]3[C:4](=[CH:9][CH:8]=[CH:7][CH:6]=3)[C:3]2=[O:12])=[CH:17][CH:18]=1, predict the reactants needed to synthesize it. The reactants are: CO[C:3](=[O:12])[C:4]1[CH:9]=[CH:8][CH:7]=[CH:6][C:5]=1[CH2:10]Br.[C:13]1([C:21]2[CH:26]=[CH:25][CH:24]=[CH:23][CH:22]=2)[CH:18]=[CH:17][C:16]([CH2:19][NH2:20])=[CH:15][CH:14]=1.C([O-])([O-])=O.[K+].[K+].C(OCC)(=O)C. (7) Given the product [CH3:17][C@@H:18]1[CH2:23][CH2:22][CH2:21][N:20]([C:10]([C:9]2[CH:13]=[CH:14][CH:15]=[CH:16][C:8]=2[O:1][C:2]2[CH:3]=[CH:4][CH:5]=[CH:6][CH:7]=2)=[O:12])[C@@H:19]1[CH2:24][NH:25][C:26]1[CH:31]=[CH:30][C:29]([C:32]([F:35])([F:33])[F:34])=[CH:28][N:27]=1, predict the reactants needed to synthesize it. The reactants are: [O:1]([C:8]1[CH:16]=[CH:15][CH:14]=[CH:13][C:9]=1[C:10]([OH:12])=O)[C:2]1[CH:7]=[CH:6][CH:5]=[CH:4][CH:3]=1.[CH3:17][C@@H:18]1[CH2:23][CH2:22][CH2:21][NH:20][C@@H:19]1[CH2:24][NH:25][C:26]1[CH:31]=[CH:30][C:29]([C:32]([F:35])([F:34])[F:33])=[CH:28][N:27]=1. (8) Given the product [CH3:25][O:26][C:1]1([C:4]2[CH:24]=[CH:23][C:7]([CH2:8][NH:9][CH2:10][CH2:11][C:12]3[CH:17]=[CH:16][CH:15]=[C:14]([C:19]([F:22])([F:21])[F:20])[CH:13]=3)=[CH:6][CH:5]=2)[CH2:3][CH2:2]1, predict the reactants needed to synthesize it. The reactants are: [CH:1]1([C:4]2[CH:24]=[CH:23][C:7]([CH2:8][NH:9][CH2:10][CH2:11][C:12]3[CH:17]=[CH:16][C:15](F)=[C:14]([C:19]([F:22])([F:21])[F:20])[CH:13]=3)=[CH:6][CH:5]=2)[CH2:3][CH2:2]1.[CH3:25][O:26]C1(C2C=CC(C=O)=CC=2)CC1.FC(F)(F)C1C=C(CCN)C=CC=1.[BH4-].[Na+]. (9) Given the product [C:28]([C:25]1([NH:24][C:19](=[O:21])[C:18]2[CH:22]=[CH:23][C:15]([O:14][CH2:13][C:3]3[C:4]([C:7]4[CH:8]=[CH:9][CH:10]=[CH:11][CH:12]=4)=[N:5][O:6][C:2]=3[CH3:1])=[N:16][CH:17]=2)[CH2:27][CH2:26]1)#[N:29], predict the reactants needed to synthesize it. The reactants are: [CH3:1][C:2]1[O:6][N:5]=[C:4]([C:7]2[CH:12]=[CH:11][CH:10]=[CH:9][CH:8]=2)[C:3]=1[CH2:13][O:14][C:15]1[CH:23]=[CH:22][C:18]([C:19]([OH:21])=O)=[CH:17][N:16]=1.[NH2:24][C:25]1([C:28]#[N:29])[CH2:27][CH2:26]1. (10) Given the product [Br:1][C:2]1[CH:7]=[CH:6][CH:5]=[CH:4][C:3]=1[N:8]1[C:12]([CH3:13])=[C:11]([C:14]2[O:16][N:27]=[C:24]([C:19]3[CH:20]=[CH:21][CH:22]=[CH:23][C:18]=3[F:17])[N:25]=2)[N:10]=[N:9]1, predict the reactants needed to synthesize it. The reactants are: [Br:1][C:2]1[CH:7]=[CH:6][CH:5]=[CH:4][C:3]=1[N:8]1[C:12]([CH3:13])=[C:11]([C:14]([OH:16])=O)[N:10]=[N:9]1.[F:17][C:18]1[CH:23]=[CH:22][CH:21]=[CH:20][C:19]=1[C:24](=[NH:27])[NH:25]O.